This data is from Forward reaction prediction with 1.9M reactions from USPTO patents (1976-2016). The task is: Predict the product of the given reaction. (1) Given the reactants C([Li])CCC.Br[C:7]1[CH:8]=[C:9]([F:22])[C:10]([C:13]#[C:14][Si:15]([C:18]([CH3:21])([CH3:20])[CH3:19])([CH3:17])[CH3:16])=[N:11][CH:12]=1.[CH3:23][CH:24]1[CH2:29][CH2:28][C:27](=[O:30])[CH2:26][CH2:25]1.CCOC(C)=O, predict the reaction product. The product is: [Si:15]([C:14]#[C:13][C:10]1[N:11]=[CH:12][C:7]([C:27]2([OH:30])[CH2:28][CH2:29][CH:24]([CH3:23])[CH2:25][CH2:26]2)=[CH:8][C:9]=1[F:22])([C:18]([CH3:21])([CH3:20])[CH3:19])([CH3:17])[CH3:16]. (2) Given the reactants [F:1][C:2]([F:32])([F:31])[C:3]1[CH:26]=[C:25]([C:27]([F:30])([F:29])[F:28])[CH:24]=[CH:23][C:4]=1[CH2:5][N:6]1[C:14]2[C:9](=[CH:10][C:11](/[CH:15]=[C:16]3/[C:17](=[O:22])[NH:18][C:19](=[O:21])[S:20]/3)=[CH:12][CH:13]=2)[CH:8]=[CH:7]1.Br[CH2:34][CH2:35][OH:36], predict the reaction product. The product is: [F:32][C:2]([F:1])([F:31])[C:3]1[CH:26]=[C:25]([C:27]([F:29])([F:30])[F:28])[CH:24]=[CH:23][C:4]=1[CH2:5][N:6]1[C:14]2[C:9](=[CH:10][C:11](/[CH:15]=[C:16]3/[C:17](=[O:22])[N:18]([CH2:34][CH2:35][OH:36])[C:19](=[O:21])[S:20]/3)=[CH:12][CH:13]=2)[CH:8]=[CH:7]1. (3) The product is: [CH3:29][S:26]([C:23]1[CH:22]=[CH:21][C:20]([CH2:19][N:16]2[CH2:17][CH2:18][N:14]([CH:11]3[CH2:10][CH2:9][NH:8][CH2:13][CH2:12]3)[C:15]2=[O:30])=[CH:25][CH:24]=1)(=[O:28])=[O:27]. Given the reactants C([N:8]1[CH2:13][CH2:12][CH:11]([N:14]2[CH:18]=[CH:17][N:16]([CH2:19][C:20]3[CH:25]=[CH:24][C:23]([S:26]([CH3:29])(=[O:28])=[O:27])=[CH:22][CH:21]=3)[C:15]2=[O:30])[CH2:10][CH2:9]1)C1C=CC=CC=1, predict the reaction product. (4) The product is: [C:3]([NH:7][CH2:8][CH2:9][CH:10]1[CH2:14][N:13]([C:15]([O:17][C:18]([CH3:19])([CH3:21])[CH3:20])=[O:16])[C@H:12]([C:22]([OH:24])=[O:23])[CH2:11]1)(=[O:6])[CH:4]=[CH2:5]. Given the reactants [OH-].[Li+].[C:3]([NH:7][CH2:8][CH2:9][CH:10]1[CH2:14][N:13]([C:15]([O:17][C:18]([CH3:21])([CH3:20])[CH3:19])=[O:16])[C@H:12]([C:22]([O:24]C)=[O:23])[CH2:11]1)(=[O:6])[CH:4]=[CH2:5].C1COCC1.O, predict the reaction product. (5) Given the reactants Br[C:2]1[CH:7]=[CH:6][C:5]([C:8]2[C:9](=[O:30])[N:10]([CH2:18][C:19]([NH:21][C:22]3[CH:27]=[CH:26][C:25]([F:28])=[C:24]([F:29])[CH:23]=3)=[O:20])[C:11]3([CH2:17][CH2:16][CH2:15][CH2:14][CH2:13]3)[N:12]=2)=[CH:4][CH:3]=1.[Cu][C:32]#[N:33].[OH-].[NH4+], predict the reaction product. The product is: [C:32]([C:2]1[CH:3]=[CH:4][C:5]([C:8]2[C:9](=[O:30])[N:10]([CH2:18][C:19]([NH:21][C:22]3[CH:27]=[CH:26][C:25]([F:28])=[C:24]([F:29])[CH:23]=3)=[O:20])[C:11]3([CH2:17][CH2:16][CH2:15][CH2:14][CH2:13]3)[N:12]=2)=[CH:6][CH:7]=1)#[N:33]. (6) Given the reactants Cl.CN(C)CCCN=C=NCC.[CH:13]1([C:18]2[C:26]3[C:21](=[CH:22][CH:23]=[CH:24][CH:25]=3)[N:20]([S:27]([C:30]3[CH:38]=[CH:37][C:33]([C:34](O)=[O:35])=[CH:32][CH:31]=3)(=[O:29])=[O:28])[CH:19]=2)[CH2:17][CH2:16][CH2:15][CH2:14]1.[CH2:39]([NH2:45])[C@@H:40]1[O:44][CH2:43][CH2:42][CH2:41]1, predict the reaction product. The product is: [CH:13]1([C:18]2[C:26]3[C:21](=[CH:22][CH:23]=[CH:24][CH:25]=3)[N:20]([S:27]([C:30]3[CH:31]=[CH:32][C:33]([C:34]([NH:45][CH2:39][C@H:40]4[CH2:41][CH2:42][CH2:43][O:44]4)=[O:35])=[CH:37][CH:38]=3)(=[O:28])=[O:29])[CH:19]=2)[CH2:14][CH2:15][CH2:16][CH2:17]1. (7) Given the reactants C(OC([N:8]1[CH2:35][CH2:34][CH:33]([CH:36]([CH3:38])[CH3:37])[C@H:9]1[C:10]([N:12]1[CH2:32][CH2:31][CH2:30][C@H:13]1[C:14]([NH:16][CH2:17][C:18]1[CH:23]=[C:22]([Cl:24])[CH:21]=[CH:20][C:19]=1[N:25]1[CH:29]=[N:28][CH:27]=[N:26]1)=[O:15])=[O:11])=O)(C)(C)C.Cl, predict the reaction product. The product is: [CH:36]([CH:33]1[CH2:34][CH2:35][NH:8][C@@H:9]1[C:10]([N:12]1[CH2:32][CH2:31][CH2:30][C@H:13]1[C:14]([NH:16][CH2:17][C:18]1[CH:23]=[C:22]([Cl:24])[CH:21]=[CH:20][C:19]=1[N:25]1[CH:29]=[N:28][CH:27]=[N:26]1)=[O:15])=[O:11])([CH3:38])[CH3:37]. (8) Given the reactants [Cl:1][C:2]1[CH:7]=[CH:6][C:5]([C:8]2[N:12]([CH:13]([CH:17]3[CH2:22][CH2:21][CH2:20][CH2:19][CH2:18]3)[C:14]([NH2:16])=O)[C:11]3[CH:23]=[C:24]([F:28])[C:25]([F:27])=[CH:26][C:10]=3[N:9]=2)=[CH:4][CH:3]=1.B(F)(F)F.CCOCC.B.C1COCC1.Cl, predict the reaction product. The product is: [Cl:1][C:2]1[CH:7]=[CH:6][C:5]([C:8]2[N:12]([CH:13]([CH:17]3[CH2:18][CH2:19][CH2:20][CH2:21][CH2:22]3)[CH2:14][NH2:16])[C:11]3[CH:23]=[C:24]([F:28])[C:25]([F:27])=[CH:26][C:10]=3[N:9]=2)=[CH:4][CH:3]=1.